Dataset: Reaction yield outcomes from USPTO patents with 853,638 reactions. Task: Predict the reaction yield, written as a fraction of the theoretical maximum amount of product (1.0 means a 100% yield; for example, 0.34 means a 34% yield). (1) The reactants are C(OC([N:8]1[CH2:15][CH:14]2[CH:10]([CH2:11][N:12]([C:16]3[N:21]=[C:20]([CH3:22])[CH:19]=[C:18]([CH3:23])[N:17]=3)[CH2:13]2)[CH2:9]1)=O)(C)(C)C.C(O)(C(F)(F)F)=O. The catalyst is C(Cl)Cl. The product is [CH3:23][C:18]1[CH:19]=[C:20]([CH3:22])[N:21]=[C:16]([N:12]2[CH2:13][CH:14]3[CH:10]([CH2:9][NH:8][CH2:15]3)[CH2:11]2)[N:17]=1. The yield is 0.960. (2) The reactants are [OH:1][C@H:2]1[C:10]2[C:5](=[CH:6][CH:7]=[CH:8][CH:9]=2)[CH2:4][C@:3]1([CH2:20][C:21]1[CH:29]=[CH:28][C:24]([C:25]([OH:27])=[O:26])=[CH:23][CH:22]=1)[C:11]1[CH2:12][C:13]2[C:18]([CH:19]=1)=[CH:17][CH:16]=[CH:15][CH:14]=2.C1CCC(N=C=NC2CCCCC2)CC1.C1C2C(COC([NH:62][C@H:63]([C:68](O)=[O:69])[C@H:64]([CH2:66][CH3:67])[CH3:65])=O)C3C(=CC=CC=3)C=2C=CC=1. The catalyst is CN(C1C=CN=CC=1)C.C(OCC)(=O)C. The product is [NH2:62][C@H:63]([C:68]([O:1][C@H:2]1[C:10]2[C:5](=[CH:6][CH:7]=[CH:8][CH:9]=2)[CH2:4][C@:3]1([CH2:20][C:21]1[CH:29]=[CH:28][C:24]([C:25]([OH:27])=[O:26])=[CH:23][CH:22]=1)[C:11]1[CH2:12][C:13]2[C:18]([CH:19]=1)=[CH:17][CH:16]=[CH:15][CH:14]=2)=[O:69])[C@H:64]([CH2:66][CH3:67])[CH3:65]. The yield is 0.310. (3) The reactants are [O:1]1[CH:5]=[CH:4][CH:3]=[C:2]1[CH2:6][C:7]([O:9][CH2:10][CH3:11])=[O:8].[Br:12]Br.O.C(OCC)(=O)C. The catalyst is CN(C=O)C. The product is [Br:12][C:5]1[O:1][C:2]([CH2:6][C:7]([O:9][CH2:10][CH3:11])=[O:8])=[CH:3][CH:4]=1. The yield is 0.110. (4) The catalyst is [Br-].[Zn+2].[Br-]. The reactants are [CH:1]1[CH2:8][CH2:7][CH2:6][CH2:5][CH2:4][CH2:3][CH:2]=1.[C:9](O[C:9](=[O:12])[CH2:10][CH3:11])(=[O:12])[CH2:10][CH3:11]. The yield is 0.270. The product is [CH:1]1([C:9](=[O:12])[CH2:10][CH3:11])[CH2:8][CH2:7][CH2:6][CH2:5][CH:4]=[CH:3][CH2:2]1. (5) The reactants are [Cl:1][C:2]1[CH:7]=[CH:6][C:5]([CH:8]([CH3:18])[CH2:9][C:10]([OH:17])([C:13]([F:16])([F:15])[F:14])[CH:11]=O)=[CH:4][C:3]=1[O:19][CH3:20].[NH2:21][C:22]1[CH:31]=[CH:30][C:29]([F:32])=[C:28]2[C:23]=1[CH:24]=[N:25][C:26]([CH3:33])=[N:27]2.[Cl-].[Na+].[CH3:36]C1C=CC=CC=1C. The catalyst is [Ti+4]. The product is [Cl:1][C:2]1[CH:7]=[CH:6][C:5]([C:8]([CH3:18])([CH3:36])[CH2:9][C:10](/[CH:11]=[N:21]/[C:22]2[CH:31]=[CH:30][C:29]([F:32])=[C:28]3[C:23]=2[CH:24]=[N:25][C:26]([CH3:33])=[N:27]3)([OH:17])[C:13]([F:14])([F:15])[F:16])=[CH:4][C:3]=1[O:19][CH3:20]. The yield is 0.628. (6) The reactants are [BH4-].[Li+].[Cl:3][C:4]1[N:9]=[C:8]([C:10](OC)=[O:11])[CH:7]=[C:6]([N:14]2[CH2:19][CH2:18][O:17][CH2:16][C@H:15]2[CH3:20])[N:5]=1.O. The catalyst is C1COCC1. The product is [Cl:3][C:4]1[N:9]=[C:8]([CH2:10][OH:11])[CH:7]=[C:6]([N:14]2[CH2:19][CH2:18][O:17][CH2:16][C@H:15]2[CH3:20])[N:5]=1. The yield is 1.00. (7) The reactants are [C:1]([O:4][CH2:5][C:6]1[C:11]([N:12]2[CH2:24][CH2:23][N:15]3[C:16]4[CH2:17][CH2:18][CH2:19][CH2:20][C:21]=4[CH:22]=[C:14]3[C:13]2=[O:25])=[CH:10][C:9]([F:26])=[CH:8][C:7]=1Br)(=[O:3])[CH3:2].[B:28]1([B:28]2[O:32][C:31]([CH3:34])([CH3:33])[C:30]([CH3:36])([CH3:35])[O:29]2)[O:32][C:31]([CH3:34])([CH3:33])[C:30]([CH3:36])([CH3:35])[O:29]1.CC([O-])=O.[K+]. The catalyst is C1C=CC(P(C2C=CC=CC=2)[C-]2C=CC=C2)=CC=1.C1C=CC(P(C2C=CC=CC=2)[C-]2C=CC=C2)=CC=1.Cl[Pd]Cl.[Fe+2].O1CCOCC1. The product is [C:1]([O:4][CH2:5][C:6]1[C:11]([N:12]2[CH2:24][CH2:23][N:15]3[C:16]4[CH2:17][CH2:18][CH2:19][CH2:20][C:21]=4[CH:22]=[C:14]3[C:13]2=[O:25])=[CH:10][C:9]([F:26])=[CH:8][C:7]=1[B:28]1[O:32][C:31]([CH3:34])([CH3:33])[C:30]([CH3:36])([CH3:35])[O:29]1)(=[O:3])[CH3:2]. The yield is 0.770. (8) The reactants are [F:1][C:2]1[CH:3]=[C:4]([CH:6]=[CH:7][C:8]=1[O:9][C:10]1[CH:15]=[CH:14][N:13]=[C:12]2[CH:16]=[CH:17][S:18][C:11]=12)[NH2:5].FC1C=CC([NH:26][C:27]([C:29]2([C:32](O)=[O:33])[CH2:31][CH2:30]2)=[O:28])=CC=1.C1(C(O)=O)(C(O)=O)CC1.[F:44][C:45]1[CH:51]=[CH:50][C:48](N)=[CH:47][CH:46]=1. No catalyst specified. The product is [F:1][C:2]1[CH:3]=[C:4]([N:5]([C:48]2[CH:50]=[CH:51][C:45]([F:44])=[CH:46][CH:47]=2)[C:32]([C:29]2([C:27]([NH2:26])=[O:28])[CH2:30][CH2:31]2)=[O:33])[CH:6]=[CH:7][C:8]=1[O:9][C:10]1[CH:15]=[CH:14][N:13]=[C:12]2[CH:16]=[CH:17][S:18][C:11]=12. The yield is 0.250. (9) The reactants are [CH2:1]([N:8]([CH2:10][C:11]1[C:12]([C:43]([O:45][CH2:46][CH3:47])=[O:44])=[C:13]([N:28]([CH2:34][C:35]2[C:40]([F:41])=[CH:39][CH:38]=[CH:37][C:36]=2[F:42])[C:29]([O:31][CH2:32][CH3:33])=[O:30])[S:14][C:15]=1[C:16]1[CH:21]=[CH:20][C:19]([NH:22][C:23]([NH:25][O:26][CH3:27])=[O:24])=[CH:18][CH:17]=1)C)C1C=CC=CC=1.Cl. The catalyst is C(O)C.[C].[Pd]. The product is [F:42][C:36]1[CH:37]=[CH:38][CH:39]=[C:40]([F:41])[C:35]=1[CH2:34][N:28]([C:29]([O:31][CH2:32][CH3:33])=[O:30])[C:13]1[S:14][C:15]([C:16]2[CH:17]=[CH:18][C:19]([NH:22][C:23]([NH:25][O:26][CH3:27])=[O:24])=[CH:20][CH:21]=2)=[C:11]([CH2:10][NH:8][CH3:1])[C:12]=1[C:43]([O:45][CH2:46][CH3:47])=[O:44]. The yield is 0.770.